This data is from Peptide-MHC class I binding affinity with 185,985 pairs from IEDB/IMGT. The task is: Regression. Given a peptide amino acid sequence and an MHC pseudo amino acid sequence, predict their binding affinity value. This is MHC class I binding data. The peptide sequence is YILGFAIPI. The MHC is HLA-A03:01 with pseudo-sequence HLA-A03:01. The binding affinity (normalized) is 0.0847.